Dataset: Reaction yield outcomes from USPTO patents with 853,638 reactions. Task: Predict the reaction yield, written as a fraction of the theoretical maximum amount of product (1.0 means a 100% yield; for example, 0.34 means a 34% yield). (1) The reactants are C[Al](C)C.[CH3:5][O:6][C:7]1[CH:8]=[C:9]([CH2:15][CH2:16][C:17]2[CH:18]=[C:19]([NH2:22])[NH:20][N:21]=2)[CH:10]=[C:11]([O:13][CH3:14])[CH:12]=1.Cl[C:24]1[N:25]=[CH:26][C:27]([C:30]([O:32]C)=O)=[N:28][CH:29]=1.[C:34]1([CH3:40])[CH:39]=[CH:38][CH:37]=[CH:36]C=1. No catalyst specified. The product is [CH2:40]1[CH:34]2[CH2:39][CH2:38][CH2:37][CH2:36][N:28]2[CH2:29][CH2:24][N:25]1[C:24]1[N:25]=[CH:26][C:27]([C:30]([NH:22][C:19]2[NH:20][N:21]=[C:17]([CH2:16][CH2:15][C:9]3[CH:8]=[C:7]([O:6][CH3:5])[CH:12]=[C:11]([O:13][CH3:14])[CH:10]=3)[CH:18]=2)=[O:32])=[N:28][CH:29]=1. The yield is 0.630. (2) The reactants are [C:1]1([C:7]2[N:8]=[C:9]([NH2:13])[N:10]=[N:11][CH:12]=2)[CH:6]=[CH:5][CH:4]=[CH:3][CH:2]=1.[Cl:14]N1C(=O)CCC1=O. No catalyst specified. The product is [Cl:14][C:12]1[N:11]=[N:10][C:9]([NH2:13])=[N:8][C:7]=1[C:1]1[CH:2]=[CH:3][CH:4]=[CH:5][CH:6]=1. The yield is 0.650. (3) The reactants are [C:1]([O:5][C:6]([N:8]([C:32]([O:34][C:35]([CH3:38])([CH3:37])[CH3:36])=[O:33])[C:9]1[C:10]([C:16]2[N:20]([C:21]([O:23][C:24]([CH3:27])([CH3:26])[CH3:25])=[O:22])[C:19]3[CH:28]=[CH:29][CH:30]=[CH:31][C:18]=3[N:17]=2)=[N:11][C:12](Br)=[CH:13][N:14]=1)=[O:7])([CH3:4])([CH3:3])[CH3:2].[C:39]1([N:45]2[CH2:50][CH:49]=[C:48](B3OC(C)(C)C(C)(C)O3)[CH2:47][CH2:46]2)[CH:44]=[CH:43][CH:42]=[CH:41][CH:40]=1.C(P(C(C)(C)C)C1C=CC(N(C)C)=CC=1)(C)(C)C.C([O-])([O-])=O.[K+].[K+]. The catalyst is C1(C)C=CC=CC=1.O.C(Cl)Cl.Cl[Pd]Cl. The product is [C:1]([O:5][C:6]([N:8]([C:32]([O:34][C:35]([CH3:38])([CH3:37])[CH3:36])=[O:33])[C:9]1[C:10]([C:16]2[N:20]([C:21]([O:23][C:24]([CH3:27])([CH3:26])[CH3:25])=[O:22])[C:19]3[CH:28]=[CH:29][CH:30]=[CH:31][C:18]=3[N:17]=2)=[N:11][C:12]([C:48]2[CH2:49][CH2:50][N:45]([C:39]3[CH:44]=[CH:43][CH:42]=[CH:41][CH:40]=3)[CH2:46][CH:47]=2)=[CH:13][N:14]=1)=[O:7])([CH3:4])([CH3:3])[CH3:2]. The yield is 1.00. (4) The reactants are [NH2:1][C:2]1[CH:3]=[C:4]2[C:9](=[C:10]([Cl:12])[CH:11]=1)[N:8]=[CH:7][C:6]([C:13]#[N:14])=[C:5]2[NH:15][C:16]1[CH:21]=[CH:20][C:19]([F:22])=[C:18]([Cl:23])[CH:17]=1.[N:24]1[CH:29]=[C:28]([CH:30]=O)[CH:27]=[N:26][CH:25]=1.[BH3-]C#N.[Na+]. The catalyst is CCO. The product is [Cl:12][C:10]1[CH:11]=[C:2]([NH:1][CH2:30][C:28]2[CH:29]=[N:24][CH:25]=[N:26][CH:27]=2)[CH:3]=[C:4]2[C:9]=1[N:8]=[CH:7][C:6]([C:13]#[N:14])=[C:5]2[NH:15][C:16]1[CH:21]=[CH:20][C:19]([F:22])=[C:18]([Cl:23])[CH:17]=1. The yield is 0.330. (5) The reactants are [OH-].[K+].C([O:5][C:6](=[O:29])[C:7]([CH3:28])([CH3:27])[CH2:8][CH2:9][CH2:10][CH2:11][CH:12]([CH2:25][OH:26])[CH2:13][CH2:14][CH2:15][CH2:16][C:17]([CH3:24])([CH3:23])[C:18]([O:20]CC)=[O:19])C. The catalyst is O.C(O)C. The product is [OH:26][CH2:25][CH:12]([CH2:13][CH2:14][CH2:15][CH2:16][C:17]([CH3:24])([CH3:23])[C:18]([OH:20])=[O:19])[CH2:11][CH2:10][CH2:9][CH2:8][C:7]([CH3:28])([CH3:27])[C:6]([OH:29])=[O:5]. The yield is 0.810.